This data is from Forward reaction prediction with 1.9M reactions from USPTO patents (1976-2016). The task is: Predict the product of the given reaction. (1) Given the reactants [C:1]([NH:9][C@H:10]([C:15]([O:17]C)=[O:16])[C:11]([CH3:14])([CH3:13])[CH3:12])(=[O:8])[CH2:2][CH2:3][CH2:4][CH2:5][CH:6]=[CH2:7].Cl, predict the reaction product. The product is: [C:1]([NH:9][C@H:10]([C:15]([OH:17])=[O:16])[C:11]([CH3:12])([CH3:13])[CH3:14])(=[O:8])[CH2:2][CH2:3][CH2:4][CH2:5][CH:6]=[CH2:7]. (2) Given the reactants [Cl:1][C:2]1[CH:38]=[CH:37][C:5]2[N:6](CC3C=CC(OC)=CC=3)[C:7](=[O:27])[CH:8]([CH2:19][C:20]3[CH:25]=[CH:24][CH:23]=[CH:22][C:21]=3[Cl:26])[N:9]=[C:10]([C:11]3[CH:16]=[CH:15][C:14]([O:17][CH3:18])=[CH:13][CH:12]=3)[C:4]=2[CH:3]=1.[Al+3].[Cl-].[Cl-].[Cl-].C(OCC)(=O)C, predict the reaction product. The product is: [Cl:1][C:2]1[CH:38]=[CH:37][C:5]2[NH:6][C:7](=[O:27])[CH:8]([CH2:19][C:20]3[CH:25]=[CH:24][CH:23]=[CH:22][C:21]=3[Cl:26])[N:9]=[C:10]([C:11]3[CH:12]=[CH:13][C:14]([O:17][CH3:18])=[CH:15][CH:16]=3)[C:4]=2[CH:3]=1. (3) Given the reactants [CH3:1][N:2]([CH3:17])[C:3]1[CH:8]=[CH:7][C:6]([C:9]2[CH:10]=[C:11]([CH3:16])[C:12]([NH2:15])=[N:13][CH:14]=2)=[CH:5][CH:4]=1.[CH3:18][C:19]1[O:23][C:22]([CH2:24][CH2:25][C:26](Cl)=[O:27])=[CH:21][CH:20]=1, predict the reaction product. The product is: [CH3:1][N:2]([CH3:17])[C:3]1[CH:4]=[CH:5][C:6]([C:9]2[CH:10]=[C:11]([CH3:16])[C:12]([NH:15][C:26](=[O:27])[CH2:25][CH2:24][C:22]3[O:23][C:19]([CH3:18])=[CH:20][CH:21]=3)=[N:13][CH:14]=2)=[CH:7][CH:8]=1. (4) The product is: [Cl:22][C:21]1[C:20]([Cl:23])=[C:19]([CH3:24])[NH:18][C:17]=1[C:15]([NH:14][C@@H:13]1[CH2:12][CH2:11][NH:10][CH2:9][C@@H:8]1[N:6]1[CH:7]=[C:3]([C:1]#[N:2])[N:4]=[N:5]1)=[O:16]. Given the reactants [C:1]([C:3]1[N:4]=[N:5][N:6]([C@@H:8]2[C@H:13]([NH:14][C:15]([C:17]3[NH:18][C:19]([CH3:24])=[C:20]([Cl:23])[C:21]=3[Cl:22])=[O:16])[CH2:12][CH2:11][N:10](C(OCC3C=CC=CC=3)=O)[CH2:9]2)[CH:7]=1)#[N:2].CCN(CC)CC.[SiH](CC)(CC)CC, predict the reaction product. (5) Given the reactants [CH3:1][O:2][C:3]1[CH:23]=[CH:22][CH:21]=[CH:20][C:4]=1[O:5][C:6]1[CH:11]=[CH:10][C:9]([NH:12][CH2:13][C:14]2[CH:15]=[N:16][CH:17]=[CH:18][CH:19]=2)=[CH:8][CH:7]=1.[F:24][C:25]([F:32])([F:31])[CH2:26][S:27](Cl)(=[O:29])=[O:28].C(=O)([O-])[O-].[K+].[K+], predict the reaction product. The product is: [CH3:1][O:2][C:3]1[CH:23]=[CH:22][CH:21]=[CH:20][C:4]=1[O:5][C:6]1[CH:7]=[CH:8][C:9]([N:12]([CH2:13][C:14]2[CH:15]=[N:16][CH:17]=[CH:18][CH:19]=2)[S:27]([CH2:26][C:25]([F:32])([F:31])[F:24])(=[O:29])=[O:28])=[CH:10][CH:11]=1. (6) Given the reactants [NH2:1][C:2]1[CH:3]=[CH:4][C:5]([CH:13]2[CH2:18][CH2:17][C:16](=O)[CH2:15][CH2:14]2)=[C:6]2[C:10]=1[C:9](=[O:11])[N:8]([CH3:12])[CH2:7]2.[CH3:20][N:21]1[CH2:26][CH2:25][NH:24][CH2:23][CH2:22]1.C(O[BH-](OC(=O)C)OC(=O)C)(=O)C.[Na+], predict the reaction product. The product is: [NH2:1][C:2]1[CH:3]=[CH:4][C:5]([C@H:13]2[CH2:18][CH2:17][C@H:16]([N:24]3[CH2:25][CH2:26][N:21]([CH3:20])[CH2:22][CH2:23]3)[CH2:15][CH2:14]2)=[C:6]2[C:10]=1[C:9](=[O:11])[N:8]([CH3:12])[CH2:7]2. (7) Given the reactants [OH:1][CH2:2][C:3]#[C:4][C:5]1[CH:14]=[C:13]2[C:8]([CH:9]=[C:10]([C:16]3[CH:21]=[CH:20][C:19]([O:22][CH3:23])=[CH:18][CH:17]=3)[C:11](=[O:15])[O:12]2)=[CH:7][CH:6]=1, predict the reaction product. The product is: [OH:1][CH2:2][CH2:3][CH2:4][C:5]1[CH:14]=[C:13]2[C:8]([CH:9]=[C:10]([C:16]3[CH:17]=[CH:18][C:19]([O:22][CH3:23])=[CH:20][CH:21]=3)[C:11](=[O:15])[O:12]2)=[CH:7][CH:6]=1.